From a dataset of Forward reaction prediction with 1.9M reactions from USPTO patents (1976-2016). Predict the product of the given reaction. (1) Given the reactants [F:1][C:2]1[CH:21]=[CH:20][C:5]([CH2:6][N:7]2[CH2:12][CH2:11][C:10]3[O:13][CH:14]=[C:15]([OH:18])[C:16](=[O:17])[C:9]=3[C:8]2=[O:19])=[CH:4][CH:3]=1.C(=O)([O-])[O-].[Cs+].[Cs+].[CH2:28](Br)[CH:29]=[CH:30][CH3:31], predict the reaction product. The product is: [CH2:28]([O:18][C:15]1[C:16](=[O:17])[C:9]2[C:8](=[O:19])[N:7]([CH2:6][C:5]3[CH:4]=[CH:3][C:2]([F:1])=[CH:21][CH:20]=3)[CH2:12][CH2:11][C:10]=2[O:13][CH:14]=1)/[CH:29]=[CH:30]/[CH3:31]. (2) Given the reactants [CH:1]1[C:13]2[NH:12][C:11]3[C:6](=[CH:7][CH:8]=[CH:9][CH:10]=3)[C:5]=2[CH:4]=[CH:3][CH:2]=1.[Br:14][C:15]1[CH:20]=[CH:19][CH:18]=[CH:17][C:16]=1I.C(=O)([O-])[O-].[K+].[K+], predict the reaction product. The product is: [Br:14][C:15]1[CH:20]=[CH:19][CH:18]=[CH:17][C:16]=1[N:12]1[C:11]2[CH:10]=[CH:9][CH:8]=[CH:7][C:6]=2[C:5]2[C:13]1=[CH:1][CH:2]=[CH:3][CH:4]=2. (3) Given the reactants [CH:1]([C:3]1[CH:18]=[CH:17][C:6]([O:7][C:8]2[CH:16]=[CH:15][C:11]([C:12]([NH2:14])=[O:13])=[CH:10][CH:9]=2)=[CH:5][CH:4]=1)=O.[CH2:19]([NH2:27])[CH2:20][C:21]1[CH:26]=[CH:25][CH:24]=[CH:23][CH:22]=1.[BH4-].[Na+], predict the reaction product. The product is: [CH2:19]([NH:27][CH2:1][C:3]1[CH:18]=[CH:17][C:6]([O:7][C:8]2[CH:16]=[CH:15][C:11]([C:12]([NH2:14])=[O:13])=[CH:10][CH:9]=2)=[CH:5][CH:4]=1)[CH2:20][C:21]1[CH:26]=[CH:25][CH:24]=[CH:23][CH:22]=1.